Dataset: NCI-60 drug combinations with 297,098 pairs across 59 cell lines. Task: Regression. Given two drug SMILES strings and cell line genomic features, predict the synergy score measuring deviation from expected non-interaction effect. (1) Drug 1: C1CCC(C(C1)N)N.C(=O)(C(=O)[O-])[O-].[Pt+4]. Drug 2: B(C(CC(C)C)NC(=O)C(CC1=CC=CC=C1)NC(=O)C2=NC=CN=C2)(O)O. Cell line: MALME-3M. Synergy scores: CSS=61.4, Synergy_ZIP=1.70, Synergy_Bliss=-1.65, Synergy_Loewe=0.0654, Synergy_HSA=2.52. (2) Drug 1: CC1C(C(CC(O1)OC2CC(CC3=C2C(=C4C(=C3O)C(=O)C5=C(C4=O)C(=CC=C5)OC)O)(C(=O)CO)O)N)O.Cl. Drug 2: CCC1=CC2CC(C3=C(CN(C2)C1)C4=CC=CC=C4N3)(C5=C(C=C6C(=C5)C78CCN9C7C(C=CC9)(C(C(C8N6C)(C(=O)OC)O)OC(=O)C)CC)OC)C(=O)OC.C(C(C(=O)O)O)(C(=O)O)O. Cell line: NCI-H460. Synergy scores: CSS=74.4, Synergy_ZIP=3.29, Synergy_Bliss=5.14, Synergy_Loewe=2.80, Synergy_HSA=3.86. (3) Drug 1: C1CN(CCN1C(=O)CCBr)C(=O)CCBr. Drug 2: C(CCl)NC(=O)N(CCCl)N=O. Cell line: SR. Synergy scores: CSS=74.1, Synergy_ZIP=-3.73, Synergy_Bliss=-5.93, Synergy_Loewe=-8.23, Synergy_HSA=-4.46. (4) Drug 1: COC1=C2C(=CC3=C1OC=C3)C=CC(=O)O2. Drug 2: B(C(CC(C)C)NC(=O)C(CC1=CC=CC=C1)NC(=O)C2=NC=CN=C2)(O)O. Cell line: HOP-92. Synergy scores: CSS=22.1, Synergy_ZIP=4.21, Synergy_Bliss=2.48, Synergy_Loewe=-29.4, Synergy_HSA=-6.14.